Dataset: Forward reaction prediction with 1.9M reactions from USPTO patents (1976-2016). Task: Predict the product of the given reaction. (1) Given the reactants [CH2:1]([N:3]1[C:10](=[O:11])[CH:9]([CH2:12][C:13]2[CH:18]=[CH:17][CH:16]=[CH:15][CH:14]=2)[CH2:8][C@H:4]1[C:5]([OH:7])=O)[CH3:2].C(N1CCOCC1)C.ON1C2C=CC=CC=2N=N1.Cl.CN(C)CCCN=C=NCC.[Cl:49][C:50]1[CH:55]=[C:54]([F:56])[CH:53]=[CH:52][C:51]=1[CH2:57][NH2:58].C(=O)([O-])O.[Na+], predict the reaction product. The product is: [Cl:49][C:50]1[CH:55]=[C:54]([F:56])[CH:53]=[CH:52][C:51]=1[CH2:57][NH:58][C:5](=[O:7])[C@@H:4]1[CH2:8][CH:9]([CH2:12][C:13]2[CH:18]=[CH:17][CH:16]=[CH:15][CH:14]=2)[C:10](=[O:11])[N:3]1[CH2:1][CH3:2]. (2) Given the reactants [C:1]([O:5][C:6]([N:8]1[CH2:12][CH2:11][C@@H:10]([CH:13]=[CH2:14])[CH2:9]1)=[O:7])([CH3:4])([CH3:3])[CH3:2].N1C=CC=C(C#N)C=1.[OH:23]O, predict the reaction product. The product is: [C:1]([O:5][C:6]([N:8]1[CH2:12][CH2:11][C@@H:10]([CH:13]2[CH2:14][O:23]2)[CH2:9]1)=[O:7])([CH3:4])([CH3:3])[CH3:2]. (3) Given the reactants Cl.[S:2]1[C:6]2[CH:7]=[CH:8][CH:9]=[CH:10][C:5]=2[CH:4]=[C:3]1[C:11]([NH:13][C:14]1([C:20]([NH:22][CH:23]2[CH2:28][CH2:27][NH:26][CH2:25][CH:24]2[OH:29])=[O:21])[CH2:19][CH2:18][CH2:17][CH2:16][CH2:15]1)=[O:12].Br[C:31]1[CH:36]=[C:35]([C:37](F)(F)F)[CH:34]=[CH:33][C:32]=1Cl, predict the reaction product. The product is: [S:2]1[C:6]2[CH:7]=[CH:8][CH:9]=[CH:10][C:5]=2[CH:4]=[C:3]1[C:11]([NH:13][C:14]1([C:20]([NH:22][CH:23]2[CH2:28][CH2:27][N:26]([C:34]3[CH:33]=[CH:32][CH:31]=[CH:36][C:35]=3[CH3:37])[CH2:25][C:24]2=[O:29])=[O:21])[CH2:19][CH2:18][CH2:17][CH2:16][CH2:15]1)=[O:12]. (4) Given the reactants Br[C:2]1[CH:3]=[N:4][CH:5]=[CH:6][CH:7]=1.[CH2:8]([O:10][C:11]([CH2:13][CH2:14][C:15]1[CH:20]=[CH:19][C:18](B(O)O)=[CH:17][CH:16]=1)=[O:12])[CH3:9], predict the reaction product. The product is: [CH2:8]([O:10][C:11](=[O:12])[CH2:13][CH2:14][C:15]1[CH:20]=[CH:19][C:18]([C:2]2[CH:3]=[N:4][CH:5]=[CH:6][CH:7]=2)=[CH:17][CH:16]=1)[CH3:9]. (5) Given the reactants [Br:1][C:2]1[S:6][C:5]([NH:7][C:8]2[C:9]([O:14][C:15]3[CH:20]=[CH:19][CH:18]=[CH:17][C:16]=3[C:21]([CH3:24])([CH3:23])[CH3:22])=[N:10][CH:11]=[CH:12][CH:13]=2)=[N:4][C:3]=1[C:25]([F:28])([F:27])[F:26].[O:29](C(OC(C)(C)C)=O)[C:30]([O:32][C:33]([CH3:36])([CH3:35])[CH3:34])=O.CCN(C(C)C)C(C)C, predict the reaction product. The product is: [Br:1][C:2]1[S:6][C:5]([N:7]([C:8]2[C:9]([O:14][C:15]3[CH:20]=[CH:19][CH:18]=[CH:17][C:16]=3[C:21]([CH3:24])([CH3:22])[CH3:23])=[N:10][CH:11]=[CH:12][CH:13]=2)[C:30](=[O:29])[O:32][C:33]([CH3:36])([CH3:35])[CH3:34])=[N:4][C:3]=1[C:25]([F:27])([F:26])[F:28]. (6) Given the reactants [CH3:1][O:2][C:3]1[C:12]([CH3:13])=[C:11]2[C:6]([C:7]([O:23]CC3C=CC(OC)=CC=3)=[CH:8][C:9]([N:14]3[CH:18]=[CH:17][C:16]([C:19]([F:22])([F:21])[F:20])=[N:15]3)=[N:10]2)=[CH:5][CH:4]=1.C([O-])=O.[NH4+], predict the reaction product. The product is: [OH:23][C:7]1[C:6]2[C:11](=[C:12]([CH3:13])[C:3]([O:2][CH3:1])=[CH:4][CH:5]=2)[N:10]=[C:9]([N:14]2[CH:18]=[CH:17][C:16]([C:19]([F:22])([F:21])[F:20])=[N:15]2)[CH:8]=1.